From a dataset of Full USPTO retrosynthesis dataset with 1.9M reactions from patents (1976-2016). Predict the reactants needed to synthesize the given product. (1) Given the product [CH2:1]([O:7][C:8]1[CH:13]=[C:12]([O:14][CH2:15][CH2:16][CH2:17][CH2:18][CH2:19][CH3:20])[CH:11]=[CH:10][C:9]=1[C:21]1[CH:26]=[CH:25][C:24]([C:27]([C:56]2[CH:61]=[CH:60][C:59]([C:62]3[CH:67]=[CH:66][C:65]([O:68][CH2:69][CH2:70][CH2:71][CH2:72][CH2:73][CH3:74])=[CH:64][C:63]=3[O:75][CH2:76][CH2:77][CH2:78][CH2:79][CH2:80][CH3:81])=[CH:58][CH:57]=2)=[CH:28][C:29]2[CH:34]=[CH:33][C:32]([N:35]3[C:43]4[CH:42]=[CH:41][C:40]([Br:82])=[CH:39][C:38]=4[CH:37]4[CH2:53][CH2:54][CH2:55][CH:36]34)=[CH:31][CH:30]=2)=[CH:23][CH:22]=1)[CH2:2][CH2:3][CH2:4][CH2:5][CH3:6], predict the reactants needed to synthesize it. The reactants are: [CH2:1]([O:7][C:8]1[CH:13]=[C:12]([O:14][CH2:15][CH2:16][CH2:17][CH2:18][CH2:19][CH3:20])[CH:11]=[CH:10][C:9]=1[C:21]1[CH:26]=[CH:25][C:24]([C:27]([C:56]2[CH:61]=[CH:60][C:59]([C:62]3[CH:67]=[CH:66][C:65]([O:68][CH2:69][CH2:70][CH2:71][CH2:72][CH2:73][CH3:74])=[CH:64][C:63]=3[O:75][CH2:76][CH2:77][CH2:78][CH2:79][CH2:80][CH3:81])=[CH:58][CH:57]=2)=[CH:28][C:29]2[CH:34]=[CH:33][C:32]([N:35]3[C:43]4[CH:42]=[CH:41][C:40](B5OC(C)(C)C(C)(C)O5)=[CH:39][C:38]=4[CH:37]4[CH2:53][CH2:54][CH2:55][CH:36]34)=[CH:31][CH:30]=2)=[CH:23][CH:22]=1)[CH2:2][CH2:3][CH2:4][CH2:5][CH3:6].[Br-:82].CC1(C)C(C)(C)OB(C2C=CC3N(C4C=CC(C)=CC=4)C4CCCC4C=3C=2)O1. (2) Given the product [F:1][C:2]1[CH:3]=[CH:4][C:5]2[N:9]=[N:8][NH:7][C:6]=2[C:10]=1[C:11]([OH:13])=[O:12], predict the reactants needed to synthesize it. The reactants are: [F:1][C:2]1[CH:3]=[CH:4][C:5]2[N:9]=[N:8][NH:7][C:6]=2[C:10]=1[C:11]([O:13]CC)=[O:12]. (3) Given the product [CH:1]([C@:4]1([C:17]([N:19]2[CH2:20][CH:21]=[C:22]([C:25]3[CH:26]=[CH:27][CH:28]=[CH:29][CH:30]=3)[CH2:23][CH2:24]2)=[O:18])[CH2:8][CH2:7][C@@H:6]([NH2:9])[CH2:5]1)([CH3:3])[CH3:2], predict the reactants needed to synthesize it. The reactants are: [CH:1]([C@:4]1([C:17]([N:19]2[CH2:24][CH:23]=[C:22]([C:25]3[CH:30]=[CH:29][CH:28]=[CH:27][CH:26]=3)[CH2:21][CH2:20]2)=[O:18])[CH2:8][CH2:7][C@@H:6]([NH:9]C(=O)OC(C)(C)C)[CH2:5]1)([CH3:3])[CH3:2]. (4) Given the product [CH3:1][C:2]1[N:7]=[C:6]([NH:8][C:9]2[S:10][CH:13]=[C:14]([C:16]3[CH:21]=[CH:20][CH:19]=[CH:18][N:17]=3)[N:11]=2)[CH:5]=[CH:4][CH:3]=1, predict the reactants needed to synthesize it. The reactants are: [CH3:1][C:2]1[N:7]=[C:6]([NH:8][C:9]([NH2:11])=[S:10])[CH:5]=[CH:4][CH:3]=1.Br[CH2:13][C:14]([C:16]1[CH:21]=[CH:20][CH:19]=[CH:18][N:17]=1)=O. (5) Given the product [CH2:1]([O:8][C:9]1[C:13]([C:14]([OH:16])=[O:15])=[N:12][NH:11][C:10]=1[C:18]([O:20][CH3:21])=[O:19])[C:2]1[CH:3]=[CH:4][CH:5]=[CH:6][CH:7]=1, predict the reactants needed to synthesize it. The reactants are: [CH2:1]([O:8][C:9]1[C:10]([C:18]([O:20][CH3:21])=[O:19])=[N:11][NH:12][C:13]=1[C:14]([O:16]C)=[O:15])[C:2]1[CH:7]=[CH:6][CH:5]=[CH:4][CH:3]=1.Cl.C(OCC)(=O)C. (6) Given the product [Cl:27][C:26]1[CH:25]=[C:24]([C:28]2[CH:33]=[CH:32][C:31]([F:34])=[CH:30][CH:29]=2)[CH:23]=[C:22]([Cl:35])[C:21]=1[CH2:20][C@@H:5]1[CH2:4][C@@H:3]([CH2:2][OH:1])[O:7][C:6]1=[O:8], predict the reactants needed to synthesize it. The reactants are: [OH:1][CH2:2][C@H:3]1[O:7][C:6](=[O:8])[CH2:5][CH2:4]1.CN(C)CC.C[Si](Cl)(C)C.Br[CH2:20][C:21]1[C:26]([Cl:27])=[CH:25][C:24]([C:28]2[CH:33]=[CH:32][C:31]([F:34])=[CH:30][CH:29]=2)=[CH:23][C:22]=1[Cl:35].C[Si](C)(C)[N-][Si](C)(C)C.[Li+].P(=O)(O)(O)O.